Dataset: Peptide-MHC class II binding affinity with 134,281 pairs from IEDB. Task: Regression. Given a peptide amino acid sequence and an MHC pseudo amino acid sequence, predict their binding affinity value. This is MHC class II binding data. (1) The peptide sequence is APCRIPVIVADDLTA. The MHC is HLA-DQA10303-DQB10402 with pseudo-sequence HLA-DQA10303-DQB10402. The binding affinity (normalized) is 0. (2) The peptide sequence is DAYICAIRRAKSFIY. The MHC is HLA-DPA10201-DPB10101 with pseudo-sequence HLA-DPA10201-DPB10101. The binding affinity (normalized) is 0.0357. (3) The peptide sequence is VRKVCYNAVLTHVKI. The MHC is DRB1_0901 with pseudo-sequence DRB1_0901. The binding affinity (normalized) is 0.756. (4) The peptide sequence is YDKFLAAVSTVLTGK. The MHC is DRB3_0202 with pseudo-sequence DRB3_0202. The binding affinity (normalized) is 0.704. (5) The peptide sequence is NDKFLANVSTVLTGK. The MHC is DRB1_0405 with pseudo-sequence DRB1_0405. The binding affinity (normalized) is 0.113.